From a dataset of NCI-60 drug combinations with 297,098 pairs across 59 cell lines. Regression. Given two drug SMILES strings and cell line genomic features, predict the synergy score measuring deviation from expected non-interaction effect. (1) Synergy scores: CSS=19.3, Synergy_ZIP=-8.81, Synergy_Bliss=-7.98, Synergy_Loewe=-6.37, Synergy_HSA=-5.91. Drug 1: CC1=C(N=C(N=C1N)C(CC(=O)N)NCC(C(=O)N)N)C(=O)NC(C(C2=CN=CN2)OC3C(C(C(C(O3)CO)O)O)OC4C(C(C(C(O4)CO)O)OC(=O)N)O)C(=O)NC(C)C(C(C)C(=O)NC(C(C)O)C(=O)NCCC5=NC(=CS5)C6=NC(=CS6)C(=O)NCCC[S+](C)C)O. Cell line: RXF 393. Drug 2: N.N.Cl[Pt+2]Cl. (2) Drug 1: CCCCC(=O)OCC(=O)C1(CC(C2=C(C1)C(=C3C(=C2O)C(=O)C4=C(C3=O)C=CC=C4OC)O)OC5CC(C(C(O5)C)O)NC(=O)C(F)(F)F)O. Drug 2: C1C(C(OC1N2C=NC(=NC2=O)N)CO)O. Cell line: NCIH23. Synergy scores: CSS=61.1, Synergy_ZIP=-2.05, Synergy_Bliss=2.67, Synergy_Loewe=2.91, Synergy_HSA=3.06. (3) Drug 1: COC1=C(C=C2C(=C1)N=CN=C2NC3=CC(=C(C=C3)F)Cl)OCCCN4CCOCC4. Drug 2: CC1=C2C(C(=O)C3(C(CC4C(C3C(C(C2(C)C)(CC1OC(=O)C(C(C5=CC=CC=C5)NC(=O)OC(C)(C)C)O)O)OC(=O)C6=CC=CC=C6)(CO4)OC(=O)C)O)C)O. Cell line: SF-268. Synergy scores: CSS=45.8, Synergy_ZIP=9.66, Synergy_Bliss=10.9, Synergy_Loewe=9.32, Synergy_HSA=12.3. (4) Drug 1: CC1=C2C(C(=O)C3(C(CC4C(C3C(C(C2(C)C)(CC1OC(=O)C(C(C5=CC=CC=C5)NC(=O)OC(C)(C)C)O)O)OC(=O)C6=CC=CC=C6)(CO4)OC(=O)C)OC)C)OC. Drug 2: CC1C(C(CC(O1)OC2CC(CC3=C2C(=C4C(=C3O)C(=O)C5=C(C4=O)C(=CC=C5)OC)O)(C(=O)CO)O)N)O.Cl. Cell line: HL-60(TB). Synergy scores: CSS=45.7, Synergy_ZIP=-8.47, Synergy_Bliss=-13.3, Synergy_Loewe=-8.87, Synergy_HSA=-6.56. (5) Drug 1: C1CN(CCN1C(=O)CCBr)C(=O)CCBr. Drug 2: C1CCC(C(C1)N)N.C(=O)(C(=O)[O-])[O-].[Pt+4]. Cell line: NCI-H322M. Synergy scores: CSS=11.9, Synergy_ZIP=-4.21, Synergy_Bliss=-3.52, Synergy_Loewe=-4.13, Synergy_HSA=-3.13.